From a dataset of Catalyst prediction with 721,799 reactions and 888 catalyst types from USPTO. Predict which catalyst facilitates the given reaction. (1) Product: [CH2:20]([N:3]([CH2:1][CH3:2])[CH2:4][CH2:5][O:6][C:7]1[CH:12]=[CH:11][C:10]([NH2:13])=[CH:9][C:8]=1[N+:17]([O-:19])=[O:18])[CH3:21]. The catalyst class is: 33. Reactant: [CH2:1]([N:3]([CH2:20][CH3:21])[CH2:4][CH2:5][O:6][C:7]1[CH:12]=[CH:11][C:10]([NH:13]C(=O)C)=[CH:9][C:8]=1[N+:17]([O-:19])=[O:18])[CH3:2].N. (2) Reactant: Br[C:2]1[CH:3]=[CH:4][C:5]([C:8]#[N:9])=[N:6][CH:7]=1.[C:10](C1C=C(C)C=C(C(C)(C)C)C=1O)(C)(C)[CH3:11].C([Sn](CCCC)(CCCC)C=C)CCC.[Na].C(NN)=O. Product: [CH:10]([C:2]1[CH:3]=[CH:4][C:5]([C:8]#[N:9])=[N:6][CH:7]=1)=[CH2:11]. The catalyst class is: 224. (3) Reactant: [O:1]1[CH2:6][CH2:5][C:4](=[O:7])[CH2:3][CH2:2]1.C([N-]C(C)C)(C)C.[Li+].[F:16][C:17]([F:24])([F:23])[C:18](OCC)=[O:19]. Product: [F:16][C:17]([F:24])([F:23])[C:18]([CH:3]1[C:4](=[O:7])[CH2:5][CH2:6][O:1][CH2:2]1)=[O:19]. The catalyst class is: 7. (4) Reactant: C[Si]([C:5]#[C:6][C:7]1[CH:12]=[CH:11][C:10]([C:13]#[C:14][C:15]2[CH:20]=[CH:19][C:18]([CH3:21])=[CH:17][CH:16]=2)=[CH:9][CH:8]=1)(C)C.C(=O)([O-])[O-].[K+].[K+].CO. Product: [C:6]([C:7]1[CH:12]=[CH:11][C:10]([C:13]#[C:14][C:15]2[CH:16]=[CH:17][C:18]([CH3:21])=[CH:19][CH:20]=2)=[CH:9][CH:8]=1)#[CH:5]. The catalyst class is: 2. (5) Reactant: [Cl-].Cl.[CH2:3]([N:10]([CH2:14][C:15]1[N:16]=[CH:17][NH:18][C:19]=1[C:20]([O:22][CH3:23])=[O:21])[CH2:11][CH2:12]Cl)[C:4]1[CH:9]=[CH:8][CH:7]=[CH:6][CH:5]=1. Product: [CH2:3]([N:10]1[CH2:11][CH2:12][N:16]2[CH:17]=[N:18][C:19]([C:20]([O:22][CH3:23])=[O:21])=[C:15]2[CH2:14]1)[C:4]1[CH:9]=[CH:8][CH:7]=[CH:6][CH:5]=1. The catalyst class is: 10.